This data is from Reaction yield outcomes from USPTO patents with 853,638 reactions. The task is: Predict the reaction yield, written as a fraction of the theoretical maximum amount of product (1.0 means a 100% yield; for example, 0.34 means a 34% yield). (1) The product is [C:36]([O:35][C:34]([NH:33][CH2:32][CH2:31][CH2:30][CH2:29][CH2:28][CH2:27][O:25][C:17]1[CH:16]=[C:15]([NH:14][C:4]2[N:3]=[C:2]([Cl:1])[N:7]=[C:6]([O:8][CH2:9][C:10]([F:12])([F:13])[F:11])[N:5]=2)[CH:24]=[CH:23][C:18]=1[C:19]([O:21][CH3:22])=[O:20])=[O:40])([CH3:39])([CH3:38])[CH3:37]. The reactants are [Cl:1][C:2]1[N:7]=[C:6]([O:8][CH2:9][C:10]([F:13])([F:12])[F:11])[N:5]=[C:4]([NH:14][C:15]2[CH:24]=[CH:23][C:18]([C:19]([O:21][CH3:22])=[O:20])=[C:17]([OH:25])[CH:16]=2)[N:3]=1.O[CH2:27][CH2:28][CH2:29][CH2:30][CH2:31][CH2:32][NH:33][C:34](=[O:40])[O:35][C:36]([CH3:39])([CH3:38])[CH3:37].C1(P(C2C=CC=CC=2)C2C=CC=CC=2)C=CC=CC=1.CC(OC(/N=N/C(OC(C)C)=O)=O)C. The yield is 0.360. The catalyst is C(Cl)Cl. (2) The product is [F:1][C:2]([C:5]1[CH:6]=[C:7]([NH2:11])[CH:8]=[CH:9][CH:10]=1)([F:4])[CH3:3]. The reactants are [F:1][C:2]([C:5]1[CH:10]=[CH:9][CH:8]=[C:7]([N+:11]([O-])=O)[CH:6]=1)([F:4])[CH3:3]. The yield is 0.950. The catalyst is CO.[Pd]. (3) The reactants are [C:1]([O:9][C@@H:10]1[C@H:14]([CH2:15][O:16][C:17](=[O:24])[C:18]2[CH:23]=[CH:22][CH:21]=[CH:20][CH:19]=2)[O:13][C@H:12]([N:25]2[CH:33]=[N:32][C:31]3[C:26]2=[N:27][CH:28]=[N:29][C:30]=3[NH2:34])[C@H:11]1O)(=[O:8])[C:2]1[CH:7]=[CH:6][CH:5]=[CH:4][CH:3]=1.O(C(Cl)=S)C1C=CC=CC=1.[H-].C[Si]([SiH]([Si](C)(C)C)[Si](C)(C)C)(C)C. The catalyst is C(#N)C.CN(C)C1C=CN=CC=1.O1CCOCC1. The product is [C:1]([O:9][C@@H:10]1[C@H:14]([CH2:15][O:16][C:17](=[O:24])[C:18]2[CH:23]=[CH:22][CH:21]=[CH:20][CH:19]=2)[O:13][C@H:12]([N:25]2[CH:33]=[N:32][C:31]3[C:26]2=[N:27][CH:28]=[N:29][C:30]=3[NH2:34])[CH2:11]1)(=[O:8])[C:2]1[CH:3]=[CH:4][CH:5]=[CH:6][CH:7]=1. The yield is 0.960. (4) The product is [Br:1][C:2]1[CH:7]=[CH:6][C:5]([CH:8]([C:14]2[CH:15]=[CH:16][C:17]([Cl:20])=[CH:18][CH:19]=2)[CH2:9][CH2:10][NH:12][CH3:13])=[CH:4][CH:3]=1. The catalyst is C(OCC)C. The yield is 0.620. The reactants are [Br:1][C:2]1[CH:7]=[CH:6][C:5]([CH:8]([C:14]2[CH:19]=[CH:18][C:17]([Cl:20])=[CH:16][CH:15]=2)[CH2:9][C:10]([NH:12][CH3:13])=O)=[CH:4][CH:3]=1.[H-].[Al+3].[Li+].[H-].[H-].[H-].[Cl-].[Al+3].[Cl-].[Cl-]. (5) The reactants are [Br:1][C:2]1[CH:3]=[C:4]([OH:8])[CH:5]=[CH:6][CH:7]=1.Cl[CH2:10][CH2:11][N:12]1[CH2:17][CH2:16][O:15][CH2:14][CH2:13]1.C([O-])([O-])=O.[K+].[K+]. The catalyst is CN(C=O)C. The product is [Br:1][C:2]1[CH:3]=[C:4]([CH:5]=[CH:6][CH:7]=1)[O:8][CH2:10][CH2:11][N:12]1[CH2:17][CH2:16][O:15][CH2:14][CH2:13]1. The yield is 0.540.